Dataset: Full USPTO retrosynthesis dataset with 1.9M reactions from patents (1976-2016). Task: Predict the reactants needed to synthesize the given product. (1) Given the product [Cl:1][C:2]1[N:7]=[C:6]([C:8]2[CH:9]=[C:10]([CH:20]=[CH:21][CH:22]=2)[CH2:11][N:12]([CH2:13][C:14]2[CH:19]=[CH:18][N:17]=[CH:16][CH:15]=2)[S:24]([CH3:23])(=[O:26])=[O:25])[CH:5]=[CH:4][N:3]=1, predict the reactants needed to synthesize it. The reactants are: [Cl:1][C:2]1[N:7]=[C:6]([C:8]2[CH:9]=[C:10]([CH:20]=[CH:21][CH:22]=2)[CH2:11][NH:12][CH2:13][C:14]2[CH:19]=[CH:18][N:17]=[CH:16][CH:15]=2)[CH:5]=[CH:4][N:3]=1.[CH3:23][S:24](Cl)(=[O:26])=[O:25]. (2) The reactants are: [N+:1]([C:4]1[CH:8]=[CH:7][NH:6][N:5]=1)([O-:3])=[O:2].C([O-])(=O)C.[Na+].C(O)(=O)C.[Br:18]Br. Given the product [Br:18][C:8]1[C:4]([N+:1]([O-:3])=[O:2])=[N:5][NH:6][CH:7]=1, predict the reactants needed to synthesize it. (3) The reactants are: [CH3:1][C:2]([O:4][C@H:5]1[C:14]2[C@@:15]3([CH3:30])[C@@H:26]([CH2:27][O:28][CH3:29])[O:25][C:23](=[O:24])[C:17]4=[CH:18][O:19][C:20]([C:21](=[O:22])[C:13]=2[C@@H:8]2[CH2:9][CH2:10][C@H:11]([OH:12])[C@@:7]2([CH3:31])[CH2:6]1)=[C:16]34)=[O:3].[C:32]1([CH:38]2[CH2:43][CH2:42][NH:41][CH2:40][CH2:39]2)[CH:37]=[CH:36][CH:35]=[CH:34][CH:33]=1. Given the product [C:2]([O:4][C@H:5]1[C:14]2[C@:15]3([CH3:30])[C:16](/[C:17](=[CH:18]\[N:41]4[CH2:42][CH2:43][CH:38]([C:32]5[CH:37]=[CH:36][CH:35]=[CH:34][CH:33]=5)[CH2:39][CH2:40]4)/[C:23](=[O:24])[O:25][C@@H:26]3[CH2:27][O:28][CH3:29])=[C:20]([OH:19])[C:21](=[O:22])[C:13]=2[CH:8]2[C@@:7]([CH3:31])([C@@H:11]([OH:12])[CH2:10][CH2:9]2)[CH2:6]1)(=[O:3])[CH3:1], predict the reactants needed to synthesize it. (4) The reactants are: Cl.C(O[C:5](=[NH:7])[CH3:6])C.[F:8][C:9]1[CH:10]=[C:11]([CH:16]=[C:17]([F:19])[CH:18]=1)[C:12]([NH:14][NH2:15])=[O:13]. Given the product [NH:7]=[C:5]([N:14]([C:12](=[O:13])[C:11]1[CH:10]=[C:9]([F:8])[CH:18]=[C:17]([F:19])[CH:16]=1)[NH2:15])[CH3:6], predict the reactants needed to synthesize it. (5) Given the product [C:33]([C:28]1[CH:29]=[CH:30][C:25]([NH:24][C:3]2[C:2]([F:1])=[C:14]([F:15])[C:13](/[CH:16]=[N:17]/[O:18][CH2:19][C:20]([OH:23])([CH3:22])[CH3:21])=[CH:12][C:4]=2[C:5]([NH:7][O:8][CH2:9][CH2:10][OH:11])=[O:6])=[C:26]([F:32])[CH:27]=1)#[CH:34], predict the reactants needed to synthesize it. The reactants are: [F:1][C:2]1[C:3]([NH:24][C:25]2[CH:30]=[CH:29][C:28](I)=[CH:27][C:26]=2[F:32])=[C:4]([CH:12]=[C:13](/[CH:16]=[N:17]/[O:18][CH2:19][C:20]([OH:23])([CH3:22])[CH3:21])[C:14]=1[F:15])[C:5]([NH:7][O:8][CH2:9][CH2:10][OH:11])=[O:6].[CH:33]1C=C(S([O-])(=O)=O)C=C(P(C2C=CC=C(S([O-])(=O)=O)C=2)C2C=CC=C(S([O-])(=O)=O)C=2)[CH:34]=1.[Na+].[Na+].[Na+].N(CC)(C(C)C)C(C)C.C[Si](C#C)(C)C.[F-].C([N+](CCCC)(CCCC)CCCC)CCC.